This data is from Full USPTO retrosynthesis dataset with 1.9M reactions from patents (1976-2016). The task is: Predict the reactants needed to synthesize the given product. (1) The reactants are: [C:1]([C:4](=[CH:17][C:18]1[CH:23]=[C:22]([Cl:24])[CH:21]=[C:20]([Cl:25])[CH:19]=1)[C:5]([NH:7][CH2:8][CH2:9][CH2:10][C:11]1[CH:16]=[CH:15][CH:14]=[CH:13][CH:12]=1)=[O:6])(=O)[CH3:2].[CH3:26][C:27]([C:30]([NH2:32])=[NH:31])([CH3:29])[CH3:28].Cl.C([O-])(=O)C.[Na+]. Given the product [C:27]([C:30]1[N:32]=[C:17]([C:18]2[CH:23]=[C:22]([Cl:24])[CH:21]=[C:20]([Cl:25])[CH:19]=2)[C:4]([C:5]([NH:7][CH2:8][CH2:9][CH2:10][C:11]2[CH:16]=[CH:15][CH:14]=[CH:13][CH:12]=2)=[O:6])=[C:1]([CH3:2])[N:31]=1)([CH3:29])([CH3:28])[CH3:26], predict the reactants needed to synthesize it. (2) Given the product [OH:22][CH2:21][CH:12]([NH:11][C:8]1[CH:9]=[CH:10][C:5]([S:2]([NH2:1])(=[O:3])=[O:4])=[CH:6][C:7]=1[N+:25]([O-:27])=[O:26])[CH2:13][S:14][C:15]1[CH:16]=[CH:17][CH:18]=[CH:19][CH:20]=1, predict the reactants needed to synthesize it. The reactants are: [NH2:1][S:2]([C:5]1[CH:10]=[CH:9][C:8]([NH:11][C@H:12]([C:21](OC)=[O:22])[CH2:13][S:14][C:15]2[CH:20]=[CH:19][CH:18]=[CH:17][CH:16]=2)=[C:7]([N+:25]([O-:27])=[O:26])[CH:6]=1)(=[O:4])=[O:3].[BH4-].[Li+]. (3) Given the product [NH2:1][C:2]1[S:3][C:4]2[CH:10]=[C:9]([OH:11])[CH:8]=[CH:7][C:5]=2[N:6]=1, predict the reactants needed to synthesize it. The reactants are: [NH2:1][C:2]1[S:3][C:4]2[CH:10]=[C:9]([O:11]C)[CH:8]=[CH:7][C:5]=2[N:6]=1.Br.